This data is from Forward reaction prediction with 1.9M reactions from USPTO patents (1976-2016). The task is: Predict the product of the given reaction. The product is: [CH3:27][Si:26]([CH3:29])([CH3:28])[CH2:25][CH2:24][O:23][CH2:22][N:13]([CH2:14][O:15][CH2:16][CH2:17][Si:18]([CH3:21])([CH3:20])[CH3:19])[C:11]1[N:10]2[N:30]=[CH:31][CH:32]=[C:9]2[N:8]=[CH:7][CH:12]=1. Given the reactants S1CCC([C:7]2[CH:12]=[C:11]([N:13]([CH2:22][O:23][CH2:24][CH2:25][Si:26]([CH3:29])([CH3:28])[CH3:27])[CH2:14][O:15][CH2:16][CH2:17][Si:18]([CH3:21])([CH3:20])[CH3:19])[N:10]3[N:30]=[CH:31][CH:32]=[C:9]3[N:8]=2)CC1.C1C=C(Cl)C=C(C(OO)=O)C=1, predict the reaction product.